Dataset: hERG potassium channel inhibition data for cardiac toxicity prediction from Karim et al.. Task: Regression/Classification. Given a drug SMILES string, predict its toxicity properties. Task type varies by dataset: regression for continuous values (e.g., LD50, hERG inhibition percentage) or binary classification for toxic/non-toxic outcomes (e.g., AMES mutagenicity, cardiotoxicity, hepatotoxicity). Dataset: herg_karim. (1) The drug is C[C@@H]1CN(c2nnc(C(F)(F)F)o2)CCN1c1ncc(OCc2ccc(C#N)cc2C#N)cn1. The result is 1 (blocker). (2) The molecule is C[C@H]([C@H](O)c1ccc2c(c1)OCC(=O)N2)N1CCC(O)(c2ccc(F)cc2)CC1. The result is 1 (blocker).